From a dataset of Full USPTO retrosynthesis dataset with 1.9M reactions from patents (1976-2016). Predict the reactants needed to synthesize the given product. The reactants are: [CH3:1][CH:2]([CH3:16])[CH2:3][C:4]([CH:6]1[C:11](=[O:12])OC(C)(C)OC1=O)=[O:5].[C:17]12([CH2:27][NH2:28])[CH2:26][CH:21]3[CH2:22][CH:23]([CH2:25][CH:19]([CH2:20]3)[CH2:18]1)[CH2:24]2. Given the product [C:17]12([CH2:27][NH:28][C:11](=[O:12])[CH2:6][C:4](=[O:5])[CH2:3][CH:2]([CH3:1])[CH3:16])[CH2:24][CH:23]3[CH2:22][CH:21]([CH2:20][CH:19]([CH2:25]3)[CH2:18]1)[CH2:26]2, predict the reactants needed to synthesize it.